Dataset: Forward reaction prediction with 1.9M reactions from USPTO patents (1976-2016). Task: Predict the product of the given reaction. (1) Given the reactants O[CH:2]([C:9]1[CH:10]=[C:11]([N:15]([CH2:21][C:22]2[CH:23]=[N:24][CH:25]=[CH:26][CH:27]=2)[S:16]([CH2:19][CH3:20])(=[O:18])=[O:17])[CH:12]=[CH:13][CH:14]=1)[C:3]1[CH:8]=[CH:7][CH:6]=[CH:5][CH:4]=1.CCN(S(F)(F)[F:34])CC.C([O-])(O)=O.[Na+], predict the reaction product. The product is: [F:34][CH:2]([C:9]1[CH:10]=[C:11]([N:15]([CH2:21][C:22]2[CH:23]=[N:24][CH:25]=[CH:26][CH:27]=2)[S:16]([CH2:19][CH3:20])(=[O:18])=[O:17])[CH:12]=[CH:13][CH:14]=1)[C:3]1[CH:8]=[CH:7][CH:6]=[CH:5][CH:4]=1. (2) The product is: [F:10][C:11]1[CH:16]=[CH:15][C:14]([S:6]([CH3:5])(=[O:9])=[O:7])=[CH:13][C:12]=1[F:17]. Given the reactants S(Cl)(Cl)=O.[CH3:5][S:6]([OH:9])(=O)=[O:7].[F:10][C:11]1[CH:16]=[CH:15][CH:14]=[CH:13][C:12]=1[F:17].FC(F)(F)S(O)(=O)=O, predict the reaction product. (3) Given the reactants [O-]P([O-])([O-])=O.[K+].[K+].[K+].[Cl:9][C:10]1[C:29](I)=[CH:28][C:13]([C:14]([NH:16][C:17]2[CH:22]=[CH:21][C:20]([O:23][C:24]([Cl:27])([F:26])[F:25])=[CH:19][CH:18]=2)=[O:15])=[CH:12][N:11]=1.[CH3:31][C:32]1[CH:33]=[N:34][N:35]([CH:46]2[CH2:51][CH2:50][CH2:49][CH2:48][O:47]2)[C:36]=1B1OC(C)(C)C(C)(C)O1.O, predict the reaction product. The product is: [Cl:9][C:10]1[C:29]([C:36]2[N:35]([CH:46]3[CH2:51][CH2:50][CH2:49][CH2:48][O:47]3)[N:34]=[CH:33][C:32]=2[CH3:31])=[CH:28][C:13]([C:14]([NH:16][C:17]2[CH:22]=[CH:21][C:20]([O:23][C:24]([Cl:27])([F:26])[F:25])=[CH:19][CH:18]=2)=[O:15])=[CH:12][N:11]=1. (4) Given the reactants [Br:1][C:2]1[CH:3]=[C:4]([CH:7]=[C:8]([F:10])[CH:9]=1)[C:5]#[N:6].Cl, predict the reaction product. The product is: [Br:1][C:2]1[CH:3]=[C:4]([CH2:5][NH2:6])[CH:7]=[C:8]([F:10])[CH:9]=1. (5) Given the reactants Cl.Br[C:3]1[CH:8]=[CH:7][N:6]=[CH:5][CH:4]=1.[C:9]([N:12]1[C:21]2[C:16](=[CH:17][C:18]([C:22]3[CH:27]=[CH:26][C:25]([CH2:28][N:29]4[CH2:34][CH2:33][CH2:32][CH2:31][CH2:30]4)=[CH:24][CH:23]=3)=[CH:19][CH:20]=2)[C@H:15]([NH2:35])[CH2:14][C@@H:13]1[CH3:36])(=[O:11])[CH3:10].C1C=CC(P(C2C(C3C(P(C4C=CC=CC=4)C4C=CC=CC=4)=CC=C4C=3C=CC=C4)=C3C(C=CC=C3)=CC=2)C2C=CC=CC=2)=CC=1.CC(C)([O-])C.[Na+].BrC1C=CC=CN=1, predict the reaction product. The product is: [C:9]([N:12]1[C:21]2[C:16](=[CH:17][C:18]([C:22]3[CH:27]=[CH:26][C:25]([CH2:28][N:29]4[CH2:34][CH2:33][CH2:32][CH2:31][CH2:30]4)=[CH:24][CH:23]=3)=[CH:19][CH:20]=2)[C@H:15]([NH:35][C:3]2[CH:8]=[CH:7][N:6]=[CH:5][CH:4]=2)[CH2:14][C@@H:13]1[CH3:36])(=[O:11])[CH3:10]. (6) Given the reactants [N-:1]=[N+]=[N-].[Na+].[F:5][C:6]1[CH:30]=[CH:29][C:9]([CH2:10][N:11]2[CH2:20][CH2:19][C:18]3[C:13](=[C:14]([O:26][CH3:27])[C:15](=[O:25])[N:16]([CH3:24])[C:17]=3C(Cl)=O)[C:12]2=[O:28])=[CH:8][CH:7]=1, predict the reaction product. The product is: [NH2:1][C:17]1[N:16]([CH3:24])[C:15](=[O:25])[C:14]([O:26][CH3:27])=[C:13]2[C:18]=1[CH2:19][CH2:20][N:11]([CH2:10][C:9]1[CH:29]=[CH:30][C:6]([F:5])=[CH:7][CH:8]=1)[C:12]2=[O:28]. (7) The product is: [Si:26]([O:25][C@@H:19]1[C@@:20]2([CH3:21])[C:15](=[CH:14][CH:13]=[C:12]3[C@@H:22]2[CH2:23][CH2:24][C@@:7]2([CH3:8])[C@H:9]3[CH2:10][CH:11]=[C:6]2[CH2:5][S:4][CH2:42][CH2:43][CH2:44][C:45]([CH2:56][CH3:57])([O:48][Si:49]([CH2:54][CH3:55])([CH2:52][CH3:53])[CH2:50][CH3:51])[CH2:46][CH3:47])[CH2:16][C@@H:17]([O:33][Si:34]([C:37]([CH3:40])([CH3:39])[CH3:38])([CH3:35])[CH3:36])[CH2:18]1)([C:29]([CH3:32])([CH3:31])[CH3:30])([CH3:28])[CH3:27]. Given the reactants C([S:4][CH2:5][C:6]1[C@:7]2([CH2:24][CH2:23][C@H:22]3[C:12](=[CH:13][CH:14]=[C:15]4[C@:20]3([CH3:21])[C@@H:19]([O:25][Si:26]([C:29]([CH3:32])([CH3:31])[CH3:30])([CH3:28])[CH3:27])[CH2:18][C@H:17]([O:33][Si:34]([C:37]([CH3:40])([CH3:39])[CH3:38])([CH3:36])[CH3:35])[CH2:16]4)[C@@H:9]2[CH2:10][CH:11]=1)[CH3:8])(=O)C.Br[CH2:42][CH2:43][CH2:44][C:45]([CH2:56][CH3:57])([O:48][Si:49]([CH2:54][CH3:55])([CH2:52][CH3:53])[CH2:50][CH3:51])[CH2:46][CH3:47].CO.[OH-].[K+], predict the reaction product.